The task is: Predict the product of the given reaction.. This data is from Forward reaction prediction with 1.9M reactions from USPTO patents (1976-2016). (1) Given the reactants [O:1]1[CH:6]=[CH:5][CH2:4][CH2:3][CH2:2]1.O.O.[Sn](Cl)Cl.[Cl:12][C:13]1[C:18]([Cl:19])=[CH:17][C:16]([CH2:20][OH:21])=[CH:15][N:14]=1, predict the reaction product. The product is: [Cl:12][C:13]1[C:18]([Cl:19])=[CH:17][C:16]([CH2:20][O:21][CH:6]2[CH2:5][CH2:4][CH2:3][CH2:2][O:1]2)=[CH:15][N:14]=1. (2) Given the reactants [NH:1]1[CH2:6][CH2:5][CH2:4][CH2:3][CH2:2]1.C(=[O:12])CCCC.[C:13]([OH:21])(=O)[C:14]1[CH:19]=[CH:18][CH:17]=[CH:16][CH:15]=1.[CH:22]1([N+:28]#[C-:29])[CH2:27][CH2:26][CH2:25][CH2:24][CH2:23]1, predict the reaction product. The product is: [CH:22]1([NH:28][C:29]([CH:2]([NH:1][C:13](=[O:21])[C:14]2[CH:15]=[CH:16][CH:17]=[CH:18][CH:19]=2)[CH2:3][CH2:4][CH2:5][CH3:6])=[O:12])[CH2:27][CH2:26][CH2:25][CH2:24][CH2:23]1. (3) Given the reactants CC1OC(CC2CCC(C3SC(C4C=CC(N)=CC=4)=CN=3)CC2)=NN=1.[N+:26]([C:29]1[CH:34]=[CH:33][C:32]([C:35]2[S:39][C:38]([CH:40]3[CH2:45][CH2:44][N:43]([CH:46]([CH3:54])[C:47]([O:49][C:50]([CH3:53])([CH3:52])[CH3:51])=[O:48])[CH2:42][CH2:41]3)=[N:37][CH:36]=2)=[CH:31][CH:30]=1)([O-])=O, predict the reaction product. The product is: [NH2:26][C:29]1[CH:30]=[CH:31][C:32]([C:35]2[S:39][C:38]([CH:40]3[CH2:41][CH2:42][N:43]([CH:46]([CH3:54])[C:47]([O:49][C:50]([CH3:53])([CH3:52])[CH3:51])=[O:48])[CH2:44][CH2:45]3)=[N:37][CH:36]=2)=[CH:33][CH:34]=1. (4) The product is: [CH3:49][C:48]1[CH:47]=[CH:46][CH:51]=[CH:50][C:30]=1[C:27]1[CH:26]=[CH:25][CH:24]=[CH:29][CH:28]=1. Given the reactants [F-].[Cs+].[C:27]1([CH3:30])[CH:28]=[CH:29][C:24]([B-]([C:24]2[CH:29]=[CH:28][C:27]([CH3:30])=[CH:26][CH:25]=2)([C:24]2[CH:29]=[CH:28][C:27]([CH3:30])=[CH:26][CH:25]=2)[C:24]2[CH:29]=[CH:28][C:27]([CH3:30])=[CH:26][CH:25]=2)=[CH:25][CH:26]=1.C([PH+](C(C)(C)C)C(C)(C)C)(C)(C)C.Br[C:46]1[CH:51]=[CH:50][CH:49]=[CH:48][C:47]=1C.C([Sn](CCCC)(CCCC)C1C=CC=CC=1)CCC.[Cl-].[Na+], predict the reaction product. (5) Given the reactants Cl[C:2]1[N:7]=[C:6]([NH:8][C:9]2[CH:10]=[C:11]3[C:15](=[CH:16][CH:17]=2)[NH:14][C:13]([CH3:18])=[CH:12]3)[CH:5]=[CH:4][N:3]=1.[NH2:19][C:20]1[CH:25]=[CH:24][CH:23]=[CH:22][CH:21]=1, predict the reaction product. The product is: [CH3:18][C:13]1[NH:14][C:15]2[C:11]([CH:12]=1)=[CH:10][C:9]([NH:8][C:6]1[CH:5]=[CH:4][N:3]=[C:2]([NH:19][C:20]3[CH:25]=[CH:24][CH:23]=[CH:22][CH:21]=3)[N:7]=1)=[CH:17][CH:16]=2. (6) Given the reactants [CH:1]1([NH:6][C:7]2[N:15]=[CH:14][N:13]=[C:12]3[C:8]=2[N:9]=[CH:10][N:11]3[C@H:16]2[C@@H:20]3[O:21][C:22]([CH3:25])([CH3:24])[O:23][C@@H:19]3[C@@H:18]([C:26]([OH:28])=[O:27])[O:17]2)[CH2:5][CH2:4][CH2:3][CH2:2]1.[CH2:29](OC1C=CC2C(=CC=CC=2)N1C(OCC)=O)C, predict the reaction product. The product is: [CH3:29][O:27][C:26]([C@@H:18]1[C@@H:19]2[C@@H:20]([O:21][C:22]([CH3:24])([CH3:25])[O:23]2)[C@H:16]([N:11]2[CH:10]=[N:9][C:8]3[C:12]2=[N:13][CH:14]=[N:15][C:7]=3[NH:6][CH:1]2[CH2:2][CH2:3][CH2:4][CH2:5]2)[O:17]1)=[O:28]. (7) Given the reactants [N:1]1([CH2:7][C:8]2[CH:13]=[CH:12][C:11]([C:14]([NH:16][C:17]3([C:23]([NH:25][C@H:26]([CH2:31][OH:32])[CH2:27][CH2:28][S:29][CH3:30])=[O:24])[CH2:22][CH2:21][CH2:20][CH2:19][CH2:18]3)=[O:15])=[CH:10][CH:9]=2)[CH2:6][CH2:5][O:4][CH2:3][CH2:2]1.C(OCC)(=O)C.C(=O)(O)[O-].[Na+].S([O-])([O-])(=O)=S.[Na+].[Na+], predict the reaction product. The product is: [N:1]1([CH2:7][C:8]2[CH:13]=[CH:12][C:11]([C:14]([NH:16][C:17]3([C:23]([NH:25][C@H:26]([CH:31]=[O:32])[CH2:27][CH2:28][S:29][CH3:30])=[O:24])[CH2:22][CH2:21][CH2:20][CH2:19][CH2:18]3)=[O:15])=[CH:10][CH:9]=2)[CH2:6][CH2:5][O:4][CH2:3][CH2:2]1. (8) The product is: [C:41]([O:40][C:38]([NH:29][C@@H:30]([CH2:31][CH:32]([CH3:34])[CH3:33])[C:35]([O:21][C:15]1[CH:16]=[C:17]([F:20])[CH:18]=[CH:19][C:14]=1/[CH:13]=[C:9]1\[C:10](=[O:12])[N:11]=[C:7]([N:1]2[CH2:6][CH2:5][CH2:4][CH2:3][NH:2]2)[S:8]\1)=[O:36])=[O:39])([CH3:44])([CH3:43])[CH3:42]. Given the reactants [N:1]1([C:7]2[S:8]/[C:9](=[CH:13]\[C:14]3[CH:19]=[CH:18][C:17]([F:20])=[CH:16][C:15]=3[OH:21])/[C:10](=[O:12])[N:11]=2)[CH2:6][CH2:5][CH2:4][CH2:3][NH:2]1.C(N(CC)CC)C.[NH:29]([C:38]([O:40][C:41]([CH3:44])([CH3:43])[CH3:42])=[O:39])[C@H:30]([C:35](O)=[O:36])[CH2:31][CH:32]([CH3:34])[CH3:33].OC1C2N=NNC=2C=CC=1.CCN=C=NCCCN(C)C.Cl, predict the reaction product.